From a dataset of hERG Central: cardiac toxicity at 1µM, 10µM, and general inhibition. Predict hERG channel inhibition at various concentrations. (1) The molecule is O=C(NCc1cccnc1)c1ccc(COc2ccc(Cl)cc2)cc1. Results: hERG_inhib (hERG inhibition (general)): blocker. (2) The compound is Cc1ccc(N2C(=O)C3CC(c4ccccc4)=C4C5C=CC(C6C(=O)N(c7ccc(C)cc7)C(=O)C56)C4C3C2=O)cc1. Results: hERG_inhib (hERG inhibition (general)): blocker. (3) The compound is COc1ccc(SC[C@H](Cc2ccccc2)N2CCN(C)CCC2=O)cc1. Results: hERG_inhib (hERG inhibition (general)): blocker.